From a dataset of Forward reaction prediction with 1.9M reactions from USPTO patents (1976-2016). Predict the product of the given reaction. (1) Given the reactants [H-].[Na+].[I-].[CH3:4][S+](C)(C)=O.[F:9][C:10]1[CH:15]=[CH:14][C:13]([CH:16]=[CH:17][C:18]([N:20]([O:22][CH3:23])[CH3:21])=[O:19])=[CH:12][CH:11]=1, predict the reaction product. The product is: [CH3:23][O:22][N:20]([CH3:21])[C:18]([CH:17]1[CH2:4][CH:16]1[C:13]1[CH:12]=[CH:11][C:10]([F:9])=[CH:15][CH:14]=1)=[O:19]. (2) Given the reactants [O:1]=[C:2]1[CH:7]=[CH:6][CH:5]=[CH:4][N:3]1[C@@H:8]([CH3:12])[C:9]([OH:11])=O.[C:13]([O:17][C:18](=[O:26])[CH2:19][CH:20]([NH2:25])[CH:21]([OH:24])[CH2:22][F:23])([CH3:16])([CH3:15])[CH3:14].C1C=NC2N(O)N=NC=2C=1.C(Cl)CCl, predict the reaction product. The product is: [C:13]([O:17][C:18](=[O:26])[CH2:19][CH:20]([NH:25][C:9](=[O:11])[C@@H:8]([N:3]1[CH:4]=[CH:5][CH:6]=[CH:7][C:2]1=[O:1])[CH3:12])[CH:21]([OH:24])[CH2:22][F:23])([CH3:16])([CH3:14])[CH3:15].